This data is from Full USPTO retrosynthesis dataset with 1.9M reactions from patents (1976-2016). The task is: Predict the reactants needed to synthesize the given product. (1) The reactants are: [C:1]([C:5]1[O:9][N:8]=[C:7]([NH:10][C:11]([C@@H:13]2[CH2:17][C@@H:16]([OH:18])[CH2:15][NH:14]2)=[O:12])[CH:6]=1)([CH3:4])([CH3:3])[CH3:2].Cl.[O:20]1[CH2:25][CH2:24][CH:23]([CH:26]=O)[CH2:22][CH2:21]1.C(O)(=O)C.C([BH3-])#N.[Na+]. Given the product [C:1]([C:5]1[O:9][N:8]=[C:7]([NH:10][C:11]([C@@H:13]2[CH2:17][C@@H:16]([OH:18])[CH2:15][N:14]2[CH2:26][CH:23]2[CH2:24][CH2:25][O:20][CH2:21][CH2:22]2)=[O:12])[CH:6]=1)([CH3:4])([CH3:2])[CH3:3], predict the reactants needed to synthesize it. (2) Given the product [CH3:10][O:1]/[C:2](/[CH2:8][CH3:9])=[CH:3]/[C:4]([O:6][CH3:7])=[O:5], predict the reactants needed to synthesize it. The reactants are: [O:1]=[C:2]([CH2:8][CH3:9])[CH2:3][C:4]([O:6][CH3:7])=[O:5].[CH:10]([O-])([O-])OC. (3) Given the product [CH2:1]([C:8]1[CH:15]=[CH:14][CH:13]=[CH:12][C:9]=1[CH2:10][Br:16])[C:2]1[CH:7]=[CH:6][CH:5]=[CH:4][CH:3]=1, predict the reactants needed to synthesize it. The reactants are: [CH2:1]([C:8]1[CH:15]=[CH:14][CH:13]=[CH:12][C:9]=1[CH2:10]O)[C:2]1[CH:7]=[CH:6][CH:5]=[CH:4][CH:3]=1.[BrH:16]. (4) Given the product [Br:1][C:2]1[CH:7]=[CH:6][C:5]([O:8][CH2:9][O:10][CH3:11])=[CH:4][CH:3]=1, predict the reactants needed to synthesize it. The reactants are: [Br:1][C:2]1[CH:7]=[CH:6][C:5]([OH:8])=[CH:4][CH:3]=1.[CH3:9][O:10][CH2:11]OC.O=P12OP3(OP(OP(O3)(O1)=O)(=O)O2)=O. (5) Given the product [Br:25][CH:12]([C:13]1[CH:18]=[CH:17][C:16]([O:19][C:20]([F:22])([F:23])[F:21])=[CH:15][CH:14]=1)[C:11]([C:8]1[CH:7]=[CH:6][C:5]([O:4][CH:1]([CH3:3])[CH3:2])=[CH:10][CH:9]=1)=[O:24], predict the reactants needed to synthesize it. The reactants are: [CH:1]([O:4][C:5]1[CH:10]=[CH:9][C:8]([C:11](=[O:24])[CH2:12][C:13]2[CH:18]=[CH:17][C:16]([O:19][C:20]([F:23])([F:22])[F:21])=[CH:15][CH:14]=2)=[CH:7][CH:6]=1)([CH3:3])[CH3:2].[Br-:25].[Br-].[Br-].[NH+]1C=CC=CC=1.[NH+]1C=CC=CC=1.[NH+]1C=CC=CC=1.